Dataset: Peptide-MHC class II binding affinity with 134,281 pairs from IEDB. Task: Regression. Given a peptide amino acid sequence and an MHC pseudo amino acid sequence, predict their binding affinity value. This is MHC class II binding data. (1) The peptide sequence is YATFFIKANSKFIGITE. The MHC is HLA-DQA10102-DQB10602 with pseudo-sequence HLA-DQA10102-DQB10602. The binding affinity (normalized) is 0.111. (2) The peptide sequence is EEDLNKLRDLNKEVD. The MHC is DRB1_0101 with pseudo-sequence DRB1_0101. The binding affinity (normalized) is 0.0737. (3) The peptide sequence is YNYMEPYVSKNPRQA. The MHC is DRB1_0405 with pseudo-sequence DRB1_0405. The binding affinity (normalized) is 0.325.